From a dataset of Forward reaction prediction with 1.9M reactions from USPTO patents (1976-2016). Predict the product of the given reaction. (1) Given the reactants [C:1]([C:3]1[CH:12]=[CH:11][C:6]([C:7](=[O:10])[CH2:8][Br:9])=[CH:5][CH:4]=1)#[N:2].[N:13]1[CH:18]=[CH:17][CH:16]=[CH:15][CH:14]=1, predict the reaction product. The product is: [Br-:9].[C:1]([C:3]1[CH:12]=[CH:11][C:6]([C:7](=[O:10])[CH2:8][N+:13]2[CH:18]=[CH:17][CH:16]=[CH:15][CH:14]=2)=[CH:5][CH:4]=1)#[N:2]. (2) Given the reactants [F:1][C:2]([F:19])([F:18])[S:3]([O:6][C:7]1[CH:16]=[CH:15][C:14]2[C:9](=[CH:10][CH:11]=[CH:12][C:13]=2I)[CH:8]=1)(=[O:5])=[O:4].C([Li])(C)(C)C.[F:25]N(S(C1C=CC=CC=1)(=O)=O)S(C1C=CC=CC=1)(=O)=O.C(OCC)C, predict the reaction product. The product is: [F:1][C:2]([F:19])([F:18])[S:3]([O:6][C:7]1[CH:16]=[CH:15][C:14]2[C:9](=[CH:10][CH:11]=[CH:12][C:13]=2[F:25])[CH:8]=1)(=[O:5])=[O:4]. (3) Given the reactants [CH2:1]([O:3][C:4]([C:6]1[N:10]([CH2:11][C:12]2[CH:17]=[CH:16][CH:15]=[C:14]([Br:18])[CH:13]=2)[C:9]2[CH:19]=[C:20](Br)[S:21][C:8]=2[CH:7]=1)=[O:5])[CH3:2].C([Sn](CCCC)(CCCC)[C:28]1[S:29][CH:30]=[C:31]([CH3:33])[CH:32]=1)CCC.C([O-])([O-])=O.[Na+].[Na+], predict the reaction product. The product is: [CH2:1]([O:3][C:4]([C:6]1[N:10]([CH2:11][C:12]2[CH:17]=[CH:16][CH:15]=[C:14]([Br:18])[CH:13]=2)[C:9]2[CH:19]=[C:20]([C:28]3[S:29][CH:30]=[C:31]([CH3:33])[CH:32]=3)[S:21][C:8]=2[CH:7]=1)=[O:5])[CH3:2]. (4) Given the reactants CS(C)=O.I[C:6]1[CH:11]=[CH:10][CH:9]=[CH:8][C:7]=1[NH2:12].O=[C:14]([CH3:21])[CH2:15][C:16]([O:18][CH2:19][CH3:20])=[O:17].C(=O)([O-])[O-].[Cs+].[Cs+], predict the reaction product. The product is: [CH3:21][C:14]1[NH:12][C:7]2[C:6]([C:15]=1[C:16]([O:18][CH2:19][CH3:20])=[O:17])=[CH:11][CH:10]=[CH:9][CH:8]=2. (5) Given the reactants Cl[C:2]1[C:7]([C:8]([NH:10][C@H:11]([C:13]2[CH:25]=[CH:24][C:16]([C:17]([O:19][C:20]([CH3:23])([CH3:22])[CH3:21])=[O:18])=[CH:15][CH:14]=2)[CH3:12])=[O:9])=[CH:6][C:5]([Cl:26])=[CH:4][N:3]=1.[S:27]1[CH:31]=[CH:30][N:29]=[C:28]1[C:32]1[CH:33]=[C:34]([OH:38])[CH:35]=[CH:36][CH:37]=1.C(N=P1(N(CC)CC)N(C)CCCN1C)(C)(C)C, predict the reaction product. The product is: [Cl:26][C:5]1[CH:6]=[C:7]([C:8]([NH:10][C@H:11]([C:13]2[CH:25]=[CH:24][C:16]([C:17]([O:19][C:20]([CH3:23])([CH3:22])[CH3:21])=[O:18])=[CH:15][CH:14]=2)[CH3:12])=[O:9])[C:2]([O:38][C:34]2[CH:35]=[CH:36][CH:37]=[C:32]([C:28]3[S:27][CH:31]=[CH:30][N:29]=3)[CH:33]=2)=[N:3][CH:4]=1.